This data is from Full USPTO retrosynthesis dataset with 1.9M reactions from patents (1976-2016). The task is: Predict the reactants needed to synthesize the given product. Given the product [CH3:9][C:10]([S@:13](/[N:15]=[CH:7]/[CH:4]1[CH2:5][CH2:6][O:1][CH2:2][CH2:3]1)=[O:14])([CH3:12])[CH3:11], predict the reactants needed to synthesize it. The reactants are: [O:1]1[CH2:6][CH2:5][CH:4]([CH:7]=O)[CH2:3][CH2:2]1.[CH3:9][C:10]([S@:13]([NH2:15])=[O:14])([CH3:12])[CH3:11].S([O-])([O-])(=O)=O.[Mg+2].